From a dataset of Forward reaction prediction with 1.9M reactions from USPTO patents (1976-2016). Predict the product of the given reaction. (1) The product is: [F:1][C:2]1[CH:3]=[C:4]([C:8]2[C:17]3[C:12](=[CH:13][CH:14]=[CH:15][CH:16]=3)[C:11]([CH3:18])=[N:10][C:9]=2[C:19]([OH:21])=[O:20])[CH:5]=[CH:6][CH:7]=1. Given the reactants [F:1][C:2]1[CH:3]=[C:4]([C:8]2[C:17]3[C:12](=[CH:13][CH:14]=[CH:15][CH:16]=3)[C:11]([CH3:18])=[N:10][C:9]=2[C:19]([O:21]C)=[O:20])[CH:5]=[CH:6][CH:7]=1.[OH-].[Li+].O.Cl, predict the reaction product. (2) Given the reactants B.C1COCC1.[Cl:7][C:8]1[CH:13]=[C:12]([Cl:14])[N:11]=[CH:10][C:9]=1[C:15](O)=[O:16], predict the reaction product. The product is: [Cl:7][C:8]1[CH:13]=[C:12]([Cl:14])[N:11]=[CH:10][C:9]=1[CH2:15][OH:16].